Dataset: Reaction yield outcomes from USPTO patents with 853,638 reactions. Task: Predict the reaction yield, written as a fraction of the theoretical maximum amount of product (1.0 means a 100% yield; for example, 0.34 means a 34% yield). (1) The reactants are N1C2C=CC=CC=2N[CH:2]=1.[NH2:10][C:11]1[CH:16]=[CH:15][C:14]([Cl:17])=[CH:13][C:12]=1[NH:18][C:19]1[N:27]=[C:26]2[C:22]([NH:23][C:24](=[O:34])[N:25]2[CH:28]2[CH2:33][CH2:32][O:31][CH2:30][CH2:29]2)=[C:21]([Cl:35])[N:20]=1. No catalyst specified. The product is [Cl:35][C:21]1[N:20]=[C:19]([N:18]2[C:12]3[CH:13]=[C:14]([Cl:17])[CH:15]=[CH:16][C:11]=3[N:10]=[CH:2]2)[N:27]=[C:26]2[C:22]=1[NH:23][C:24](=[O:34])[N:25]2[CH:28]1[CH2:29][CH2:30][O:31][CH2:32][CH2:33]1. The yield is 0.460. (2) The reactants are [N+:1]([C:4]1[CH:12]=[C:11]2[C:7]([CH:8]=[N:9][NH:10]2)=[CH:6][CH:5]=1)([O-:3])=[O:2].C(=O)([O-])[O-].[K+].[K+].[O:19]=[C:20]1[N:24]([CH2:25][CH2:26]OS(C)(=O)=O)[CH2:23][CH2:22][O:21]1. The catalyst is CN(C=O)C. The product is [N+:1]([C:4]1[CH:12]=[C:11]2[C:7]([CH:8]=[N:9][N:10]2[CH2:26][CH2:25][N:24]2[CH2:23][CH2:22][O:21][C:20]2=[O:19])=[CH:6][CH:5]=1)([O-:3])=[O:2]. The yield is 0.390. (3) The reactants are FC(F)(F)C(O)=O.C(OC(=O)[NH:14][C:15]1[CH:20]=[CH:19][CH:18]=[C:17]([NH:21][CH2:22][CH2:23][CH2:24][CH2:25][CH2:26][C:27]2[CH:32]=[CH:31][CH:30]=[CH:29][CH:28]=2)[CH:16]=1)(C)(C)C. The catalyst is ClCCl. The product is [C:27]1([CH2:26][CH2:25][CH2:24][CH2:23][CH2:22][NH:21][C:17]2[CH:18]=[CH:19][CH:20]=[C:15]([NH2:14])[CH:16]=2)[CH:32]=[CH:31][CH:30]=[CH:29][CH:28]=1. The yield is 0.920. (4) The reactants are [CH3:1][C:2]([O:5][C:6]([N:8]1[C@H:12]([C:13]([OH:15])=[O:14])[CH2:11][CH2:10][N:9]1C(OCC1C=CC=CC=1)=O)=[O:7])([CH3:4])[CH3:3]. The catalyst is CO.[OH-].[OH-].[Pd+2]. The product is [CH3:4][C:2]([O:5][C:6]([N:8]1[C@H:12]([C:13]([OH:15])=[O:14])[CH2:11][CH2:10][NH:9]1)=[O:7])([CH3:1])[CH3:3]. The yield is 0.910. (5) The reactants are C([O:5][C:6]([N:8]1[CH2:12][CH2:11][CH2:10][CH:9]1[C:13]1[NH:14][C:15]([C:18]2[CH:23]=[CH:22][C:21]([C:24]3[CH:29]=[CH:28][C:27](B4OC(C)(C)C(C)(C)O4)=[CH:26][C:25]=3[C:39]#[N:40])=[CH:20][CH:19]=2)=[CH:16][N:17]=1)=O)(C)(C)C.C(O[C:46]([N:48]1[CH2:52][CH2:51][CH2:50][CH:49]1[C:53]1[NH:54][C:55](Br)=[CH:56][N:57]=1)=[O:47])(C)(C)C.[C:59](=[O:62])([O-:61])[O-].[K+].[K+].[C:65](=O)(O)[O-].[Na+].Cl.[CH3:71][O:72][C:73]([NH:75][CH:76]([CH:80]([CH3:82])[CH3:81])C(O)=O)=[O:74].[CH3:83][N:84](C(ON1N=NC2C=CC=NC1=2)=[N+](C)C)C.F[P-](F)(F)(F)(F)F.CCN([CH:113]([CH3:115])[CH3:114])C(C)C. The catalyst is COCCOC.O1CCOCC1.C1C=CC([P]([Pd]([P](C2C=CC=CC=2)(C2C=CC=CC=2)C2C=CC=CC=2)([P](C2C=CC=CC=2)(C2C=CC=CC=2)C2C=CC=CC=2)[P](C2C=CC=CC=2)(C2C=CC=CC=2)C2C=CC=CC=2)(C2C=CC=CC=2)C2C=CC=CC=2)=CC=1.C1C=CC(P(C2C=CC=CC=2)[C-]2C=CC=C2)=CC=1.C1C=CC(P(C2C=CC=CC=2)[C-]2C=CC=C2)=CC=1.Cl[Pd]Cl.[Fe+2].CN(C=O)C.ClCCl. The product is [CH3:71][O:72][C:73](=[O:74])[NH:75][CH:76]([C:6]([N:8]1[CH2:12][CH2:11][CH2:10][CH:9]1[C:13]1[NH:14][C:15]([C:18]2[CH:19]=[CH:20][C:21]([C:24]3[CH:29]=[CH:28][C:27]([C:55]4[NH:54][C:53]([CH:49]5[CH2:50][CH2:51][CH2:52][N:48]5[C:46](=[O:47])[CH:83]([NH:84][C:59]([O:61][CH3:65])=[O:62])[CH:113]([CH3:114])[CH3:115])=[N:57][CH:56]=4)=[CH:26][C:25]=3[C:39]#[N:40])=[CH:22][CH:23]=2)=[CH:16][N:17]=1)=[O:5])[CH:80]([CH3:82])[CH3:81]. The yield is 0.370. (6) The reactants are [CH:1]([C:4]1[CH:5]=[C:6]([CH:12]=[C:13]([CH3:15])[CH:14]=1)[O:7][CH2:8][C:9]([OH:11])=[O:10])([CH3:3])[CH3:2].[C:16]1([CH3:28])[CH:21]=[CH:20][C:19]([S:22]([CH2:25][CH2:26]O)(=[O:24])=[O:23])=[CH:18][CH:17]=1.O. The catalyst is C1(C)C=CC=CC=1.O.C1(C)C=CC(S(O)(=O)=O)=CC=1. The product is [C:16]1([CH3:28])[CH:21]=[CH:20][C:19]([S:22]([CH2:25][CH2:26][O:10][C:9](=[O:11])[CH2:8][O:7][C:6]2[CH:12]=[C:13]([CH3:15])[CH:14]=[C:4]([CH:1]([CH3:3])[CH3:2])[CH:5]=2)(=[O:24])=[O:23])=[CH:18][CH:17]=1. The yield is 0.980.